From a dataset of Peptide-MHC class II binding affinity with 134,281 pairs from IEDB. Regression. Given a peptide amino acid sequence and an MHC pseudo amino acid sequence, predict their binding affinity value. This is MHC class II binding data. (1) The peptide sequence is AFKVAATMANAAPAN. The MHC is DRB1_1001 with pseudo-sequence DRB1_1001. The binding affinity (normalized) is 0.871. (2) The peptide sequence is EAAFNKAIKESTGGA. The MHC is HLA-DQA10104-DQB10503 with pseudo-sequence HLA-DQA10104-DQB10503. The binding affinity (normalized) is 0.0265. (3) The peptide sequence is MKKYFAATQFEPLAA. The MHC is HLA-DPA10201-DPB11401 with pseudo-sequence HLA-DPA10201-DPB11401. The binding affinity (normalized) is 0.745. (4) The peptide sequence is YKKYFAATQFEPLAA. The MHC is HLA-DPA10201-DPB10101 with pseudo-sequence HLA-DPA10201-DPB10101. The binding affinity (normalized) is 1.00. (5) The peptide sequence is FFFLFNILTGKKITAHHHHHH. The MHC is HLA-DQA10501-DQB10302 with pseudo-sequence HLA-DQA10501-DQB10302. The binding affinity (normalized) is 0.